Dataset: Full USPTO retrosynthesis dataset with 1.9M reactions from patents (1976-2016). Task: Predict the reactants needed to synthesize the given product. (1) Given the product [CH:22]1([CH2:21][O:13][C:4]2[CH:5]=[C:6]([CH:11]=[CH:12][C:3]=2[CH:1]=[O:2])[C:7]([O:9][CH3:10])=[O:8])[CH2:24][CH2:23]1, predict the reactants needed to synthesize it. The reactants are: [CH:1]([C:3]1[CH:12]=[CH:11][C:6]([C:7]([O:9][CH3:10])=[O:8])=[CH:5][C:4]=1[OH:13])=[O:2].C(=O)([O-])[O-].[K+].[K+].Br[CH2:21][CH:22]1[CH2:24][CH2:23]1.Cl. (2) Given the product [Cl:1][C:2]1[C:3]([O:12][C:13]2[CH:18]=[C:17]([O:19][CH2:20][CH2:21][O:22][CH3:23])[CH:16]=[CH:15][C:14]=2[CH2:24][CH2:25][CH2:26][O:27][C:31]2[C:32]([CH2:34][C:35]([OH:37])=[O:36])=[CH:33][N:29]([CH3:28])[N:30]=2)=[N:4][CH:5]=[C:6]([C:8]([F:9])([F:11])[F:10])[CH:7]=1, predict the reactants needed to synthesize it. The reactants are: [Cl:1][C:2]1[C:3]([O:12][C:13]2[CH:18]=[C:17]([O:19][CH2:20][CH2:21][O:22][CH3:23])[CH:16]=[CH:15][C:14]=2[CH2:24][CH2:25][CH2:26][OH:27])=[N:4][CH:5]=[C:6]([C:8]([F:11])([F:10])[F:9])[CH:7]=1.[CH3:28][N:29]1[CH:33]=[C:32]([CH2:34][C:35]([O:37]C)=[O:36])[C:31](O)=[N:30]1.C(P(CCCC)CCCC)CCC.N(C(N1CCCCC1)=O)=NC(N1CCCCC1)=O.O1CCCC1CO.[OH-].[Na+].Cl. (3) The reactants are: [F:8][C:7]([F:10])([F:9])[C:6](O[C:6](=[O:11])[C:7]([F:10])([F:9])[F:8])=[O:11].[C:14]1([N:24]2[C:28]3=[N:29][CH:30]=[CH:31][CH:32]=[C:27]3[CH:26]=[CH:25]2)[C:23]2[C:18](=[CH:19][CH:20]=[CH:21][CH:22]=2)[CH:17]=[CH:16][N:15]=1. Given the product [F:10][C:7]([F:8])([F:9])[C:6]([C:26]1[C:27]2[C:28](=[N:29][CH:30]=[CH:31][CH:32]=2)[N:24]([C:14]2[C:23]3[C:18](=[CH:19][CH:20]=[CH:21][CH:22]=3)[CH:17]=[CH:16][N:15]=2)[CH:25]=1)=[O:11], predict the reactants needed to synthesize it. (4) Given the product [F:7][C:8]([F:23])([F:22])[O:9][C:10]1[CH:11]=[C:12]2[C:16](=[CH:17][CH:18]=1)[NH:15][C:14]([C:19]([NH2:24])=[O:20])=[CH:13]2, predict the reactants needed to synthesize it. The reactants are: C(Cl)(=O)C(Cl)=O.[F:7][C:8]([F:23])([F:22])[O:9][C:10]1[CH:11]=[C:12]2[C:16](=[CH:17][CH:18]=1)[NH:15][C:14]([C:19](O)=[O:20])=[CH:13]2.[NH3:24].